This data is from Full USPTO retrosynthesis dataset with 1.9M reactions from patents (1976-2016). The task is: Predict the reactants needed to synthesize the given product. (1) Given the product [F:20][C:21]1[CH:27]=[CH:26][C:24]([NH:25][C:2]2[CH:7]=[CH:6][C:5]([O:8][C:9]3[CH:14]=[CH:13][CH:12]=[C:11]([N:15]4[CH2:19][CH2:18][CH2:17][CH2:16]4)[CH:10]=3)=[CH:4][N:3]=2)=[CH:23][C:22]=1[O:28][CH3:29], predict the reactants needed to synthesize it. The reactants are: Cl[C:2]1[CH:7]=[CH:6][C:5]([O:8][C:9]2[CH:14]=[CH:13][CH:12]=[C:11]([N:15]3[CH2:19][CH2:18][CH2:17][CH2:16]3)[CH:10]=2)=[CH:4][N:3]=1.[F:20][C:21]1[CH:27]=[CH:26][C:24]([NH2:25])=[CH:23][C:22]=1[O:28][CH3:29].C1(P(C2C=CC=CC=2)C2C3OC4C(=CC=CC=4P(C4C=CC=CC=4)C4C=CC=CC=4)C(C)(C)C=3C=CC=2)C=CC=CC=1.C(=O)([O-])[O-].[Cs+].[Cs+]. (2) Given the product [CH3:20][C:17]1[N:16]([CH2:21][C:22]2[C:31]3[C:26](=[CH:27][CH:28]=[CH:29][CH:30]=3)[CH:25]=[CH:24][CH:23]=2)[C:15]2[CH:14]=[C:13]([N:32]3[CH2:33][CH2:34][O:35][CH2:36][CH2:37]3)[CH:12]=[C:11]([C:9]3[N:8]=[CH:7][NH:5][N:2]=3)[C:19]=2[N:18]=1, predict the reactants needed to synthesize it. The reactants are: O.[NH2:2]N.C[N:5](/[CH:7]=[N:8]/[C:9]([C:11]1[C:19]2[N:18]=[C:17]([CH3:20])[N:16]([CH2:21][C:22]3[C:31]4[C:26](=[CH:27][CH:28]=[CH:29][CH:30]=4)[CH:25]=[CH:24][CH:23]=3)[C:15]=2[CH:14]=[C:13]([N:32]2[CH2:37][CH2:36][O:35][CH2:34][CH2:33]2)[CH:12]=1)=O)C.C([O-])([O-])=O.[Na+].[Na+]. (3) Given the product [C:24]1([C:21]([NH:30][C:2]2[N:7]=[C:6]([C:8]3[CH:20]=[CH:19][C:11]4[N:12]=[C:13]([NH:15][C:16](=[O:18])[CH3:17])[S:14][C:10]=4[CH:9]=3)[CH:5]=[CH:4][N:3]=2)([CH3:23])[CH3:22])[CH:29]=[CH:28][CH:27]=[CH:26][CH:25]=1, predict the reactants needed to synthesize it. The reactants are: Cl[C:2]1[N:7]=[C:6]([C:8]2[CH:20]=[CH:19][C:11]3[N:12]=[C:13]([NH:15][C:16](=[O:18])[CH3:17])[S:14][C:10]=3[CH:9]=2)[CH:5]=[CH:4][N:3]=1.[C:21]([NH2:30])([C:24]1[CH:29]=[CH:28][CH:27]=[CH:26][CH:25]=1)([CH3:23])[CH3:22].C(=O)([O-])[O-].[Cs+].[Cs+]. (4) The reactants are: [Br:1][C:2]1[CH:7]=[CH:6][C:5]([CH:8]([C:20]2[CH:25]=[CH:24][CH:23]=[CH:22][C:21]=2[CH3:26])[CH2:9]/[C:10](/[C@H:13]2[CH2:18][CH2:17][C@H:16]([OH:19])[CH2:15][CH2:14]2)=[N:11]\[OH:12])=[CH:4][CH:3]=1.CN1CCC(=O)CC1.CC(C)[O-].[Al+3].CC(C)[O-].CC(C)[O-]. Given the product [Br:1][C:2]1[CH:7]=[CH:6][C:5]([CH:8]([C:20]2[CH:25]=[CH:24][CH:23]=[CH:22][C:21]=2[CH3:26])[CH2:9]/[C:10](/[CH:13]2[CH2:14][CH2:15][C:16](=[O:19])[CH2:17][CH2:18]2)=[N:11]\[OH:12])=[CH:4][CH:3]=1, predict the reactants needed to synthesize it. (5) Given the product [CH3:37][N:38]([CH2:49][C:50]1[N:54]([CH2:55][C@H:56]2[CH2:61][CH2:60][CH2:59][N:58]([CH2:75][CH2:74][NH:73][C:66](=[O:67])[O:68][C:69]([CH3:72])([CH3:71])[CH3:70])[CH2:57]2)[C:53]2[CH:62]=[CH:63][CH:64]=[CH:65][C:52]=2[N:51]=1)[C@@H:39]1[C:48]2[N:47]=[CH:46][CH:45]=[CH:44][C:43]=2[CH2:42][CH2:41][CH2:40]1, predict the reactants needed to synthesize it. The reactants are: CN(CC1N(C[C@H]2CCCN(CC3C=CC=CN=3)C2)C2C=CC=CC=2N=1)[C@@H]1C2N=CC=CC=2CCC1.[CH3:37][N:38]([CH2:49][C:50]1[N:54]([CH2:55][C@H:56]2[CH2:61][CH2:60][CH2:59][NH:58][CH2:57]2)[C:53]2[CH:62]=[CH:63][CH:64]=[CH:65][C:52]=2[N:51]=1)[C@@H:39]1[C:48]2[N:47]=[CH:46][CH:45]=[CH:44][C:43]=2[CH2:42][CH2:41][CH2:40]1.[C:66]([NH:73][CH2:74][CH:75]=O)([O:68][C:69]([CH3:72])([CH3:71])[CH3:70])=[O:67]. (6) The reactants are: [CH3:1][O:2][C:3]1[CH:8]=[C:7]([CH3:9])[C:6]([NH:10][C:11]([NH:13]/[N:14]=[CH:15]/[C:16]2[CH:21]=[CH:20][C:19]([C:22]3[N:26]=[CH:25][N:24]([C:27]4[CH:32]=[CH:31][C:30]([O:33][C:34]([F:37])([F:36])[F:35])=[CH:29][CH:28]=4)[N:23]=3)=[CH:18][CH:17]=2)=[S:12])=[C:5]([CH3:38])[CH:4]=1.Br[CH2:40][C:41](OC)=[O:42]. Given the product [CH3:1][O:2][C:3]1[CH:8]=[C:7]([CH3:9])[C:6]([N:10]2[C:41](=[O:42])[CH2:40][S:12]/[C:11]/2=[N:13]/[N:14]=[CH:15]\[C:16]2[CH:17]=[CH:18][C:19]([C:22]3[N:26]=[CH:25][N:24]([C:27]4[CH:32]=[CH:31][C:30]([O:33][C:34]([F:36])([F:37])[F:35])=[CH:29][CH:28]=4)[N:23]=3)=[CH:20][CH:21]=2)=[C:5]([CH3:38])[CH:4]=1, predict the reactants needed to synthesize it.